This data is from Reaction yield outcomes from USPTO patents with 853,638 reactions. The task is: Predict the reaction yield, written as a fraction of the theoretical maximum amount of product (1.0 means a 100% yield; for example, 0.34 means a 34% yield). (1) The reactants are [O:1]1[C:5]2[CH:6]=[CH:7][C:8]([C:10]3([C:13]([OH:15])=O)[CH2:12][CH2:11]3)=[CH:9][C:4]=2[O:3][CH2:2]1.CN(C(ON1N=NC2C=CC=CC1=2)=[N+](C)C)C.F[P-](F)(F)(F)(F)F.CCN(CC)CC.[NH2:47][C:48]1[CH:49]=[C:50]2[C:54](=[CH:55][CH:56]=1)[NH:53][C:52]([C:57]([CH3:61])([CH3:60])[CH2:58][OH:59])=[CH:51]2. The catalyst is C(#N)C. The product is [O:1]1[C:5]2[CH:6]=[CH:7][C:8]([C:10]3([C:13]([NH:47][C:48]4[CH:49]=[C:50]5[C:54](=[CH:55][CH:56]=4)[NH:53][C:52]([C:57]([CH3:61])([CH3:60])[CH2:58][OH:59])=[CH:51]5)=[O:15])[CH2:11][CH2:12]3)=[CH:9][C:4]=2[O:3][CH2:2]1. The yield is 0.750. (2) The reactants are [Br:1][C:2]1[CH:3]=[CH:4][C:5]([C:13]([OH:15])=[O:14])=[N:6][C:7]=1[S:8][CH2:9][CH:10]([CH3:12])[CH3:11].S(=O)(=O)(O)O.[CH3:21]O. The catalyst is [Cl-].[Na+].O. The product is [Br:1][C:2]1[CH:3]=[CH:4][C:5]([C:13]([O:15][CH3:21])=[O:14])=[N:6][C:7]=1[S:8][CH2:9][CH:10]([CH3:12])[CH3:11]. The yield is 0.390. (3) The product is [CH3:8][C:7]1[CH:6]=[CH:5][C:4]2[N:9]=[C:13]([C@@H:12]([OH:11])[CH3:16])[NH:10][C:3]=2[C:2]=1[CH3:1]. The reactants are [CH3:1][C:2]1[C:7]([CH3:8])=[CH:6][CH:5]=[C:4]([NH2:9])[C:3]=1[NH2:10].[OH:11][C@@H:12]([CH3:16])[C:13](O)=O.ClC1C=C(N=C=O)C=CC=1Cl. No catalyst specified. The yield is 0.620.